This data is from Forward reaction prediction with 1.9M reactions from USPTO patents (1976-2016). The task is: Predict the product of the given reaction. (1) Given the reactants [OH:1][CH:2]([C:4]1[CH:5]=[C:6]([CH2:10][N:11](C)[C:12](=O)OC(C)(C)C)[CH:7]=[N:8][CH:9]=1)[CH3:3].CNC(C1C=C(C)NN=1)CC.CN(C(C1NN=C(C)C=1)CC)C(=O)OC(C)(C)C, predict the reaction product. The product is: [CH3:12][NH:11][CH2:10][C:6]1[CH:5]=[C:4]([CH:2]([OH:1])[CH3:3])[CH:9]=[N:8][CH:7]=1. (2) Given the reactants [CH3:1][N:2]1[CH2:7][CH2:6][N:5]([C:8]2[C:16]3[C:11](=[CH:12][CH:13]=[C:14]([C:17]([O-:19])=O)[CH:15]=3)[NH:10][N:9]=2)[CH2:4][CH2:3]1.[Li+].C(Cl)CCl.C1C=CC2N(O)N=NC=2C=1.CCN(CC)CC.[Cl:42][C:43]1[CH:50]=[CH:49][C:46]([CH2:47][NH2:48])=[CH:45][CH:44]=1, predict the reaction product. The product is: [Cl:42][C:43]1[CH:50]=[CH:49][C:46]([CH2:47][NH:48][C:17]([C:14]2[CH:15]=[C:16]3[C:11](=[CH:12][CH:13]=2)[NH:10][N:9]=[C:8]3[N:5]2[CH2:4][CH2:3][N:2]([CH3:1])[CH2:7][CH2:6]2)=[O:19])=[CH:45][CH:44]=1. (3) The product is: [OH:14][C:15]1[CH:22]=[CH:21][CH:20]=[C:19]([O:13][CH2:12][C@@H:8]2[CH2:9][CH2:10][CH2:11][N:7]2[C:1]2[CH:2]=[CH:3][CH:4]=[CH:5][CH:6]=2)[C:16]=1[CH:17]=[O:18]. Given the reactants [C:1]1([N:7]2[CH2:11][CH2:10][CH2:9][C@H:8]2[CH2:12][OH:13])[CH:6]=[CH:5][CH:4]=[CH:3][CH:2]=1.[OH:14][C:15]1[CH:22]=[CH:21][CH:20]=[C:19](O)[C:16]=1[CH:17]=[O:18].C1C=CC(P(C2C=CC=CC=2)C2C=CC=CC=2)=CC=1.CC(OC(/N=N/C(OC(C)C)=O)=O)C, predict the reaction product. (4) The product is: [NH2:37][C:29]1[C:28]([C:26]([C:2]2[CH:7]=[CH:6][CH:5]=[CH:4][C:3]=2[O:8][CH2:9][CH3:10])=[O:27])=[CH:33][N:32]=[C:31]([S:34][CH2:35][CH3:36])[N:30]=1. Given the reactants I[C:2]1[CH:7]=[CH:6][CH:5]=[CH:4][C:3]=1[OH:8].[CH2:9](I)[CH3:10].C(=O)([O-])[O-].[K+].[K+].C([Li])CCC.CON(C)[C:26]([C:28]1[C:29]([NH2:37])=[N:30][C:31]([S:34][CH2:35][CH3:36])=[N:32][CH:33]=1)=[O:27], predict the reaction product. (5) Given the reactants [Cl:1][C:2]1[CH:3]=[CH:4][C:5]([O:8][C@H:9]2[CH2:17][N:12]3[CH2:13][CH2:14][NH:15][CH2:16][C@@H:11]3[CH2:10]2)=[N:6][CH:7]=1.C(N(CC)CC)C.[F:25][C:26]([F:36])([F:35])[C:27]1[CH:28]=[C:29]([CH:32]=[CH:33][CH:34]=1)[CH2:30]Cl, predict the reaction product. The product is: [Cl:1][C:2]1[CH:3]=[CH:4][C:5]([O:8][C@H:9]2[CH2:17][N:12]3[CH2:13][CH2:14][N:15]([CH2:30][C:29]4[CH:32]=[CH:33][CH:34]=[C:27]([C:26]([F:25])([F:35])[F:36])[CH:28]=4)[CH2:16][C@@H:11]3[CH2:10]2)=[N:6][CH:7]=1.